This data is from TCR-epitope binding with 47,182 pairs between 192 epitopes and 23,139 TCRs. The task is: Binary Classification. Given a T-cell receptor sequence (or CDR3 region) and an epitope sequence, predict whether binding occurs between them. (1) The epitope is PROT_97E67BCC. The TCR CDR3 sequence is CASSPYAGNTGELFF. Result: 0 (the TCR does not bind to the epitope). (2) The epitope is VLWAHGFEL. The TCR CDR3 sequence is CASSLSSGGTGELFF. Result: 1 (the TCR binds to the epitope). (3) The epitope is SQASSRSSSR. The TCR CDR3 sequence is CSVEDLAASTDTQYF. Result: 0 (the TCR does not bind to the epitope). (4) The epitope is SSTFNVPMEKLK. The TCR CDR3 sequence is CATSETGELFF. Result: 0 (the TCR does not bind to the epitope).